Dataset: Peptide-MHC class II binding affinity with 134,281 pairs from IEDB. Task: Regression. Given a peptide amino acid sequence and an MHC pseudo amino acid sequence, predict their binding affinity value. This is MHC class II binding data. (1) The peptide sequence is SQDLELAWNLNGLQAY. The MHC is HLA-DQA10101-DQB10501 with pseudo-sequence HLA-DQA10101-DQB10501. The binding affinity (normalized) is 0.696. (2) The peptide sequence is MERRFTSHLPVAQRG. The MHC is HLA-DQA10501-DQB10302 with pseudo-sequence HLA-DQA10501-DQB10302. The binding affinity (normalized) is 0.402. (3) The peptide sequence is CVPKVTFTVEKGSNE. The MHC is HLA-DQA10104-DQB10503 with pseudo-sequence HLA-DQA10104-DQB10503. The binding affinity (normalized) is 0.380. (4) The peptide sequence is GELQCVDKIDAAFKI. The MHC is DRB1_1302 with pseudo-sequence DRB1_1302. The binding affinity (normalized) is 0.361.